Dataset: Catalyst prediction with 721,799 reactions and 888 catalyst types from USPTO. Task: Predict which catalyst facilitates the given reaction. (1) Reactant: [NH2:1][C@H:2]([CH:5]=[CH2:6])[CH2:3][OH:4].CCN(CC)CC.[Cl:14][C:15]1[CH:20]=[C:19]([F:21])[CH:18]=[CH:17][C:16]=1[S:22](Cl)(=[O:24])=[O:23]. Product: [Cl:14][C:15]1[CH:20]=[C:19]([F:21])[CH:18]=[CH:17][C:16]=1[S:22]([NH:1][C@@H:2]([CH2:3][OH:4])[CH:5]=[CH2:6])(=[O:24])=[O:23]. The catalyst class is: 2. (2) Reactant: Br[C:2]1[CH:7]=[CH:6][CH:5]=[CH:4][N:3]=1.C([Li])CCC.[F:13][C:14]1[CH:19]=[CH:18][C:17]([N:20]2[C:24]3[CH2:25][C@H:26]4[C@:31]([C:33](OC)=[O:34])([CH2:32][C:23]=3[CH:22]=[N:21]2)[CH2:30][N:29]([C:37]([O:39][C:40]([CH3:43])([CH3:42])[CH3:41])=[O:38])[CH2:28][CH2:27]4)=[CH:16][CH:15]=1.O. Product: [F:13][C:14]1[CH:15]=[CH:16][C:17]([N:20]2[C:24]3[CH2:25][C@H:26]4[C@:31]([C:33](=[O:34])[C:2]5[CH:7]=[CH:6][CH:5]=[CH:4][N:3]=5)([CH2:32][C:23]=3[CH:22]=[N:21]2)[CH2:30][N:29]([C:37]([O:39][C:40]([CH3:41])([CH3:43])[CH3:42])=[O:38])[CH2:28][CH2:27]4)=[CH:18][CH:19]=1. The catalyst class is: 7. (3) Reactant: F[C:2]1[CH:10]=[CH:9][C:5]([C:6]([OH:8])=[O:7])=[CH:4][C:3]=1[N+:11]([O-:13])=[O:12].[OH:14][C:15]1[CH:24]=[CH:23][CH:22]=[CH:21][C:16]=1[C:17]([O:19][CH3:20])=[O:18].C([O-])([O-])=O.[Cs+].[Cs+]. Product: [CH3:20][O:19][C:17]([C:16]1[CH:21]=[CH:22][CH:23]=[CH:24][C:15]=1[O:14][C:2]1[CH:10]=[CH:9][C:5]([C:6]([OH:8])=[O:7])=[CH:4][C:3]=1[N+:11]([O-:13])=[O:12])=[O:18]. The catalyst class is: 290. (4) Reactant: [Cl:1][C:2]1[CH:3]=[CH:4][C:5]2[N:10]([C:11]3[CH:16]=[CH:15][CH:14]=[CH:13][C:12]=3[F:17])[S:9](=[O:19])(=[O:18])[CH2:8][CH2:7][C:6]=2[CH:20]=1.C[Si]([N-][Si](C)(C)C)(C)C.[Li+].[Br:31][CH2:32][CH2:33][CH2:34]Br. Product: [Br:31][CH2:32][CH2:33][CH2:34][CH:8]1[CH2:7][C:6]2[CH:20]=[C:2]([Cl:1])[CH:3]=[CH:4][C:5]=2[N:10]([C:11]2[CH:16]=[CH:15][CH:14]=[CH:13][C:12]=2[F:17])[S:9]1(=[O:18])=[O:19]. The catalyst class is: 7. (5) Reactant: C(OC([N:8]1[CH2:13][CH2:12][N:11]([CH2:14][C:15]([O:17][CH2:18][CH3:19])=[O:16])[CH2:10][CH2:9]1)=O)(C)(C)C.C(=O)(O)[O-].[Na+]. Product: [CH2:18]([O:17][C:15](=[O:16])[CH2:14][N:11]1[CH2:12][CH2:13][NH:8][CH2:9][CH2:10]1)[CH3:19]. The catalyst class is: 55. (6) Reactant: C([O:4][CH2:5][C:6]([NH:32]C(=O)C)([CH2:12][CH2:13][C:14]1[CH:19]=[CH:18][C:17]([C:20]2[CH:25]=[CH:24][C:23]([CH2:26][CH2:27][CH2:28][CH2:29][CH2:30][CH3:31])=[CH:22][CH:21]=2)=[CH:16][CH:15]=1)[CH2:7][O:8]C(=O)C)(=O)C.[Li+].[OH-]. Product: [NH2:32][C:6]([CH2:12][CH2:13][C:14]1[CH:19]=[CH:18][C:17]([C:20]2[CH:25]=[CH:24][C:23]([CH2:26][CH2:27][CH2:28][CH2:29][CH2:30][CH3:31])=[CH:22][CH:21]=2)=[CH:16][CH:15]=1)([CH2:7][OH:8])[CH2:5][OH:4]. The catalyst class is: 20. (7) Reactant: [H-].[Na+].[CH:3]1([OH:7])[CH2:6][CH2:5][CH2:4]1.[Br:8][C:9]1[CH:14]=[CH:13][C:12]([CH2:15]Br)=[C:11]([F:17])[CH:10]=1. Product: [Br:8][C:9]1[CH:14]=[CH:13][C:12]([CH2:15][O:7][CH:3]2[CH2:6][CH2:5][CH2:4]2)=[C:11]([F:17])[CH:10]=1. The catalyst class is: 3.